Dataset: Reaction yield outcomes from USPTO patents with 853,638 reactions. Task: Predict the reaction yield, written as a fraction of the theoretical maximum amount of product (1.0 means a 100% yield; for example, 0.34 means a 34% yield). (1) The reactants are [C:1]([C:4]1[CH:11]=[CH:10][CH:9]=[CH:8][C:5]=1[CH:6]=[O:7])([OH:3])=O.[C:12]1([PH:18](=[O:20])[OH:19])[CH:17]=[CH:16][CH:15]=[CH:14][CH:13]=1. The catalyst is C1(C)C=CC=CC=1. The product is [O:3]=[C:1]1[C:4]2[C:5](=[CH:8][CH:9]=[CH:10][CH:11]=2)[CH:6]([P:18]([C:12]2[CH:17]=[CH:16][CH:15]=[CH:14][CH:13]=2)(=[O:19])[OH:20])[O:7]1. The yield is 0.580. (2) The reactants are [CH:1]([N:4]1[CH2:9][CH2:8][CH:7]([O:10][C:11]2[CH:19]=[CH:18][C:17]3[N:16]4[CH2:20][CH2:21][NH:22][C:23](=[O:24])[C:15]4=[CH:14][C:13]=3[CH:12]=2)[CH2:6][CH2:5]1)([CH3:3])[CH3:2].[H-].[Na+].[F:27][C:28]1[CH:35]=[CH:34][CH:33]=[CH:32][C:29]=1[CH2:30]Cl. No catalyst specified. The product is [F:27][C:28]1[CH:35]=[CH:34][CH:33]=[CH:32][C:29]=1[CH2:30][N:22]1[CH2:21][CH2:20][N:16]2[C:17]3[CH:18]=[CH:19][C:11]([O:10][CH:7]4[CH2:8][CH2:9][N:4]([CH:1]([CH3:3])[CH3:2])[CH2:5][CH2:6]4)=[CH:12][C:13]=3[CH:14]=[C:15]2[C:23]1=[O:24]. The yield is 0.770. (3) The reactants are Cl[C:2]([O:4][CH3:5])=[O:3].[F:6][C:7]1[CH:12]=[C:11]([F:13])[CH:10]=[CH:9][C:8]=1[NH:14][C:15]([C:17]1[CH:18]=[C:19]([C:24]2[CH:29]=[CH:28][C:27]([F:30])=[CH:26][C:25]=2[F:31])[CH:20]=[CH:21]C=1O)=[O:16].Cl. The catalyst is O1CCCC1.N1C=CC=CC=1. The product is [F:6][C:7]1[CH:12]=[C:11]([F:13])[CH:10]=[CH:9][C:8]=1[N:14]1[C:15](=[O:16])[C:17]2[CH:18]=[C:19]([C:24]3[CH:29]=[CH:28][C:27]([F:30])=[CH:26][C:25]=3[F:31])[CH:20]=[CH:21][C:5]=2[O:4][C:2]1=[O:3]. The yield is 0.610. (4) The reactants are C([O:8][CH2:9][CH:10]1[O:24][C:14]2=[C:15]3[C:20](=[CH:21][CH:22]=[C:13]2[O:12][CH2:11]1)[N:19]=[C:18]([CH3:23])[CH:17]=[CH:16]3)C1C=CC=CC=1.C1CCCCC=1. The catalyst is CCO.[Pd]. The product is [CH3:23][C:18]1[CH:17]=[CH:16][C:15]2[C:20](=[CH:21][CH:22]=[C:13]3[O:12][CH2:11][C@@H:10]([CH2:9][OH:8])[O:24][C:14]3=2)[N:19]=1. The yield is 0.980. (5) The reactants are C(NC(C)C)(C)C.C([Li])CCC.[Li+].CC([N-]C(C)C)C.[CH2:21]([N:23]([CH2:34][CH3:35])[C:24](=[O:33])[C:25]1[CH:30]=[C:29]([F:31])[CH:28]=[CH:27][C:26]=1[CH3:32])[CH3:22].[CH2:36]([O:43][C:44]1[CH:55]=[CH:54][C:47]([C:48](N(OC)C)=[O:49])=[CH:46][CH:45]=1)[C:37]1[CH:42]=[CH:41][CH:40]=[CH:39][CH:38]=1.C(N)(=O)C1C=CC=CC=1. The catalyst is C1COCC1.CCCCCC.CCOCC. The product is [CH2:36]([O:43][C:44]1[CH:45]=[CH:46][C:47]([C:48](=[O:49])[CH2:32][C:26]2[CH:27]=[CH:28][C:29]([F:31])=[CH:30][C:25]=2[C:24]([N:23]([CH2:21][CH3:22])[CH2:34][CH3:35])=[O:33])=[CH:54][CH:55]=1)[C:37]1[CH:38]=[CH:39][CH:40]=[CH:41][CH:42]=1. The yield is 0.680. (6) The reactants are C([O:3][C:4](=[O:35])[CH:5]=[C:6]([N:13]1[C:21]2[C:16](=[CH:17][C:18]([CH2:22][CH2:23][CH2:24][C:25]3[CH:34]=[CH:33][C:32]4[C:27](=[N:28][CH:29]=[CH:30][CH:31]=4)[N:26]=3)=[CH:19][CH:20]=2)[CH:15]=[CH:14]1)[C:7]1[CH:12]=[CH:11][CH:10]=[CH:9][CH:8]=1)C. The catalyst is CO.[Pd]. The product is [C:7]1([CH:6]([N:13]2[C:21]3[C:16](=[CH:17][C:18]([CH2:22][CH2:23][CH2:24][C:25]4[CH:34]=[CH:33][C:32]5[CH2:31][CH2:30][CH2:29][NH:28][C:27]=5[N:26]=4)=[CH:19][CH:20]=3)[CH:15]=[CH:14]2)[CH2:5][C:4]([OH:35])=[O:3])[CH:8]=[CH:9][CH:10]=[CH:11][CH:12]=1. The yield is 0.660.